This data is from Forward reaction prediction with 1.9M reactions from USPTO patents (1976-2016). The task is: Predict the product of the given reaction. Given the reactants [CH2:1]([O:3][C:4]1[CH:9]=[CH:8][CH:7]=[CH:6][C:5]=1[C:10]1([CH3:17])[NH:14][C:13](=[O:15])[NH:12][C:11]1=[O:16])[CH3:2].Br[CH2:19][C:20]([C:22]1[CH:27]=[CH:26][CH:25]=[CH:24][CH:23]=1)=[O:21], predict the reaction product. The product is: [CH2:1]([O:3][C:4]1[CH:9]=[CH:8][CH:7]=[CH:6][C:5]=1[C:10]1([CH3:17])[NH:14][C:13](=[O:15])[N:12]([CH2:19][C:20](=[O:21])[C:22]2[CH:27]=[CH:26][CH:25]=[CH:24][CH:23]=2)[C:11]1=[O:16])[CH3:2].